Dataset: Forward reaction prediction with 1.9M reactions from USPTO patents (1976-2016). Task: Predict the product of the given reaction. (1) Given the reactants [CH3:1][O:2][C:3]([N:5]1[C@@H:13]2[C@@H:8]([C@@:9]([OH:23])([C:14]#[C:15][C:16]3[CH:17]=[C:18]([CH3:22])[CH:19]=[CH:20][CH:21]=3)[CH2:10][CH2:11][CH2:12]2)[CH2:7][CH2:6]1)=[O:4].[CH3:24][N:25]([CH3:33])[C:26](=[O:32])[CH2:27][CH2:28][C:29](O)=[O:30], predict the reaction product. The product is: [CH3:24][N:25]([CH3:33])[C:26](=[O:32])[CH2:27][CH2:28][C:29]([O:23][C@@:9]1([C:14]#[C:15][C:16]2[CH:17]=[C:18]([CH3:22])[CH:19]=[CH:20][CH:21]=2)[CH2:10][CH2:11][CH2:12][C@@H:13]2[C@H:8]1[CH2:7][CH2:6][N:5]2[C:3]([O:2][CH3:1])=[O:4])=[O:30]. (2) Given the reactants [CH:1]1([N:4]([C@H:31]2[C:40]3[CH:39]=[C:38]([F:41])[CH:37]=[CH:36][C:35]=3[N:34]([C:42](=[O:54])[C:43]3[CH:48]=[CH:47][C:46]([O:49][C:50]([F:53])([F:52])[F:51])=[CH:45][CH:44]=3)[C@H:33]3[CH2:55][CH2:56][CH2:57][C@@H:32]23)[C:5](=[O:30])[CH2:6][CH2:7][C:8]([O:10][CH:11]2[O:16][CH:15]([C:17]([O:19]CC3C=CC=CC=3)=[O:18])[CH:14]([OH:27])[CH:13]([OH:28])[CH:12]2[OH:29])=[O:9])[CH2:3][CH2:2]1.C1CCC=CC=1, predict the reaction product. The product is: [CH:1]1([N:4]([C@H:31]2[C:40]3[CH:39]=[C:38]([F:41])[CH:37]=[CH:36][C:35]=3[N:34]([C:42](=[O:54])[C:43]3[CH:44]=[CH:45][C:46]([O:49][C:50]([F:51])([F:53])[F:52])=[CH:47][CH:48]=3)[C@H:33]3[CH2:55][CH2:56][CH2:57][C@@H:32]23)[C:5](=[O:30])[CH2:6][CH2:7][C:8]([O:10][CH:11]2[O:16][CH:15]([C:17]([OH:19])=[O:18])[CH:14]([OH:27])[CH:13]([OH:28])[CH:12]2[OH:29])=[O:9])[CH2:3][CH2:2]1.